The task is: Binary Classification. Given a drug SMILES string, predict its activity (active/inactive) in a high-throughput screening assay against a specified biological target.. This data is from Serine/threonine kinase 33 screen with 319,792 compounds. (1) The drug is s1c(nnc1NC(=O)CCC(=O)Nc1c(OC)ccc(c1)C)C1CCCCC1. The result is 0 (inactive). (2) The molecule is O=C1N(C(=O)C2C3CC(C12)CC3)c1ccc(OC(=O)c2occc2)cc1. The result is 0 (inactive). (3) The compound is S(CC(=O)NCC1N(CCC1)CC)c1c2c(n(CC)c(=O)c1)cccc2. The result is 0 (inactive).